This data is from Blood-brain barrier permeability classification from the B3DB database. The task is: Regression/Classification. Given a drug SMILES string, predict its absorption, distribution, metabolism, or excretion properties. Task type varies by dataset: regression for continuous measurements (e.g., permeability, clearance, half-life) or binary classification for categorical outcomes (e.g., BBB penetration, CYP inhibition). Dataset: b3db_classification. The result is 0 (does not penetrate BBB). The molecule is CCOc1ccc2ccccc2c1C(=O)NC1C(=O)N2C1SC(C)(C)C2C(=O)O.